From a dataset of Full USPTO retrosynthesis dataset with 1.9M reactions from patents (1976-2016). Predict the reactants needed to synthesize the given product. (1) Given the product [O:1]([C:8]1[CH:28]=[CH:27][C:11]([O:12][C:13]2[C:14]3[N:21]([CH2:22][CH:23]4[CH2:26][N:25]([C:34]#[N:35])[CH2:24]4)[CH:20]=[CH:19][C:15]=3[N:16]=[CH:17][N:18]=2)=[CH:10][CH:9]=1)[C:2]1[CH:7]=[CH:6][CH:5]=[CH:4][CH:3]=1, predict the reactants needed to synthesize it. The reactants are: [O:1]([C:8]1[CH:28]=[CH:27][C:11]([O:12][C:13]2[C:14]3[N:21]([CH2:22][CH:23]4[CH2:26][NH:25][CH2:24]4)[CH:20]=[CH:19][C:15]=3[N:16]=[CH:17][N:18]=2)=[CH:10][CH:9]=1)[C:2]1[CH:7]=[CH:6][CH:5]=[CH:4][CH:3]=1.C(=O)(O)[O-].[Na+].[C:34](Br)#[N:35]. (2) Given the product [NH2:23][C:19]1([CH3:22])[CH2:18][CH2:17][N:16]([CH2:15][C@H:14]2[N:3]3[C:4]4[N:5]([C:6](=[O:12])[CH2:7][CH2:8][C:9]=4[CH:10]=[CH:11][C:2]3=[O:1])[CH2:13]2)[CH2:21][CH2:20]1, predict the reactants needed to synthesize it. The reactants are: [O:1]=[C:2]1[CH:11]=[CH:10][C:9]2[CH2:8][CH2:7][C:6](=[O:12])[N:5]3[CH2:13][C@@H:14]([CH2:15][N:16]4[CH2:21][CH2:20][C:19]([NH:23]C(=O)OCC5C=CC=CC=5)([CH3:22])[CH2:18][CH2:17]4)[N:3]1[C:4]=23.[H][H]. (3) Given the product [Br:1][C:2]1[CH:7]=[CH:6][C:5]([CH2:8][O:9][CH3:14])=[C:4]([CH2:10][CH3:11])[CH:3]=1, predict the reactants needed to synthesize it. The reactants are: [Br:1][C:2]1[CH:7]=[CH:6][C:5]([CH2:8][OH:9])=[C:4]([CH2:10][CH3:11])[CH:3]=1.[H-].[Na+].[CH3:14]N(C=O)C. (4) Given the product [F:1][C:2]1[CH:3]=[CH:4][C:5]([C:8]2[C:13](/[CH:14]=[CH:15]/[CH:16]=[O:17])=[C:12]([CH:18]([CH3:20])[CH3:19])[N:11]=[C:10]([N:21]([CH3:26])[S:22]([CH3:25])(=[O:24])=[O:23])[N:9]=2)=[CH:6][CH:7]=1, predict the reactants needed to synthesize it. The reactants are: [F:1][C:2]1[CH:7]=[CH:6][C:5]([C:8]2[C:13](/[CH:14]=[CH:15]/[CH2:16][OH:17])=[C:12]([CH:18]([CH3:20])[CH3:19])[N:11]=[C:10]([N:21]([CH3:26])[S:22]([CH3:25])(=[O:24])=[O:23])[N:9]=2)=[CH:4][CH:3]=1. (5) Given the product [CH3:1][O:2][C:3](=[O:32])[CH:4]([C:9]1[C:14]([CH3:15])=[CH:13][C:12]([NH2:16])=[C:11]([CH:19]2[CH2:21][CH2:20]2)[C:10]=1[C:22]1[CH:23]=[C:24]2[C:29](=[CH:30][CH:31]=1)[O:28][CH2:27][CH2:26][CH2:25]2)[O:5][CH:6]1[CH2:8][CH2:7]1, predict the reactants needed to synthesize it. The reactants are: [CH3:1][O:2][C:3](=[O:32])[CH:4]([C:9]1[C:14]([CH3:15])=[CH:13][C:12]([N+:16]([O-])=O)=[C:11]([CH:19]2[CH2:21][CH2:20]2)[C:10]=1[C:22]1[CH:23]=[C:24]2[C:29](=[CH:30][CH:31]=1)[O:28][CH2:27][CH2:26][CH2:25]2)[O:5][CH:6]1[CH2:8][CH2:7]1.[Cl-].[NH4+]. (6) Given the product [C:18]([O:17][C:15]([N:1]1[C:5]2=[N:6][CH:7]=[CH:8][CH:9]=[C:4]2[CH2:3][CH:2]1[C:10]([O-:12])=[O:11])=[O:16])([CH3:21])([CH3:19])[CH3:20].[Li+:24], predict the reactants needed to synthesize it. The reactants are: [N:1]1([C:15]([O:17][C:18]([CH3:21])([CH3:20])[CH3:19])=[O:16])[C:5]2=[N:6][CH:7]=[CH:8][CH:9]=[C:4]2[CH2:3][CH:2]1[C:10]([O:12]CC)=[O:11].CO.[Li+:24].[OH-]. (7) Given the product [Cl:40][C:38]1[N:37]=[CH:36][N:35]=[C:34]([NH:33][C:30]2[CH:31]=[CH:32][C:27]([C:26]([NH:23][C:19]3[S:20][C:21]([CH3:22])=[C:17]([C:8]4[CH:9]=[CH:10][CH:11]=[C:12]([C:13]([F:14])([F:16])[F:15])[C:7]=4[F:6])[N:18]=3)=[O:25])=[CH:28][CH:29]=2)[CH:39]=1, predict the reactants needed to synthesize it. The reactants are: C[Al](C)C.[Cl-].[F:6][C:7]1[C:12]([C:13]([F:16])([F:15])[F:14])=[CH:11][CH:10]=[CH:9][C:8]=1[C:17]1[N:18]=[C:19]([NH3+:23])[S:20][C:21]=1[CH3:22].C[O:25][C:26](=O)[C:27]1[CH:32]=[CH:31][C:30]([NH:33][C:34]2[CH:39]=[C:38]([Cl:40])[N:37]=[CH:36][N:35]=2)=[CH:29][CH:28]=1.